From a dataset of Catalyst prediction with 721,799 reactions and 888 catalyst types from USPTO. Predict which catalyst facilitates the given reaction. (1) Reactant: [H-].[Al+3].[Li+].[H-].[H-].[H-].C([O:9][C:10](=O)[CH2:11][CH2:12][C:13]1[CH:18]=[CH:17][N:16]=[CH:15][C:14]=1[O:19][CH2:20][O:21][CH3:22])C.O. Product: [CH3:22][O:21][CH2:20][O:19][C:14]1[CH:15]=[N:16][CH:17]=[CH:18][C:13]=1[CH2:12][CH2:11][CH2:10][OH:9]. The catalyst class is: 1. (2) Reactant: [N:1]([CH2:4][C:5]([C:7]1[CH:12]=[CH:11][C:10]([N:13]2[CH:17]=[CH:16][N:15]=[CH:14]2)=[CH:9][CH:8]=1)=[O:6])=[N+]=[N-].[ClH:18]. Product: [ClH:18].[ClH:18].[NH2:1][CH2:4][C:5]([C:7]1[CH:8]=[CH:9][C:10]([N:13]2[CH:17]=[CH:16][N:15]=[CH:14]2)=[CH:11][CH:12]=1)=[O:6]. The catalyst class is: 19.